Dataset: Reaction yield outcomes from USPTO patents with 853,638 reactions. Task: Predict the reaction yield, written as a fraction of the theoretical maximum amount of product (1.0 means a 100% yield; for example, 0.34 means a 34% yield). (1) The reactants are [Cl:1][C:2]1[CH:7]=[CH:6][CH:5]=[CH:4][C:3]=1[C:8]1[C:13]([Cl:14])=[CH:12][C:11]([CH:15]=[CH2:16])=[C:10]([NH2:17])[CH:9]=1.[BH4-].[Na+]. The catalyst is CO.Cl[Cu]. The product is [Cl:1][C:2]1[CH:7]=[CH:6][CH:5]=[CH:4][C:3]=1[C:8]1[C:13]([Cl:14])=[CH:12][C:11]([CH2:15][CH3:16])=[C:10]([NH2:17])[CH:9]=1. The yield is 0.594. (2) The reactants are [CH3:1][O:2][C:3]1[N:8]=[CH:7][C:6]([CH:9]=O)=[CH:5][CH:4]=1.[C:11]([O:15][C:16]([N:18]1[CH2:23][CH2:22][NH:21][CH2:20][CH2:19]1)=[O:17])([CH3:14])([CH3:13])[CH3:12].C([BH3-])#N.[Na+]. The catalyst is C(O)C.C(O)(=O)C. The product is [CH3:1][O:2][C:3]1[N:8]=[CH:7][C:6]([CH2:9][N:21]2[CH2:20][CH2:19][N:18]([C:16]([O:15][C:11]([CH3:14])([CH3:13])[CH3:12])=[O:17])[CH2:23][CH2:22]2)=[CH:5][CH:4]=1. The yield is 0.750. (3) The reactants are [C:1]([O:5][C:6]([N:8]1[CH2:11][CH:10]([C:12](=[O:14])[CH3:13])[CH2:9]1)=[O:7])([CH3:4])([CH3:3])[CH3:2].[Li+].C[Si]([N-][Si](C)(C)C)(C)C.[F:25][C:26]([F:45])([F:44])[S:27](N(C1C=CC=CC=1)[S:27]([C:26]([F:45])([F:44])[F:25])(=[O:29])=[O:28])(=[O:29])=[O:28]. The catalyst is C1COCC1. The product is [C:1]([O:5][C:6]([N:8]1[CH2:11][CH:10]([C:12]([O:14][S:27]([C:26]([F:45])([F:44])[F:25])(=[O:29])=[O:28])=[CH2:13])[CH2:9]1)=[O:7])([CH3:4])([CH3:2])[CH3:3]. The yield is 0.553. (4) The reactants are Br[C:2]1[N:7]=[C:6]2[N:8]([CH:12]([CH2:15][CH3:16])[CH2:13][CH3:14])[C:9]([OH:11])=[N:10][C:5]2=[N:4][CH:3]=1.[CH3:17][Si:18]([C:21]#[CH:22])([CH3:20])[CH3:19].C(N(CC)CC)C. The catalyst is CN(C=O)C. The product is [CH3:14][CH2:13][CH:12]([N:8]1[C:6]2=[N:7][C:2]([C:22]#[C:21][Si:18]([CH3:20])([CH3:19])[CH3:17])=[CH:3][N:4]=[C:5]2[N:10]=[C:9]1[OH:11])[CH2:15][CH3:16]. The yield is 0.800. (5) The reactants are ClC1C=CC=CC=1C(NC1C=CC(C2SC(CCNS(C(F)(F)F)(=O)=O)=NC=2)=CC=1)=O.[NH2:32][C:33]1[CH:38]=[CH:37][C:36]([C:39]2[S:43][C:42]([CH2:44][NH:45][S:46]([C:49]([F:52])([F:51])[F:50])(=[O:48])=[O:47])=[N:41][CH:40]=2)=[CH:35][CH:34]=1.[F:53][C:54]([F:65])([F:64])[C:55]1[CH:63]=[CH:62][C:58]([C:59](Cl)=[O:60])=[CH:57][CH:56]=1. No catalyst specified. The product is [F:53][C:54]([F:64])([F:65])[C:55]1[CH:63]=[CH:62][C:58]([C:59]([NH:32][C:33]2[CH:34]=[CH:35][C:36]([C:39]3[S:43][C:42]([CH2:44][NH:45][S:46]([C:49]([F:50])([F:51])[F:52])(=[O:48])=[O:47])=[N:41][CH:40]=3)=[CH:37][CH:38]=2)=[O:60])=[CH:57][CH:56]=1. The yield is 0.590. (6) The catalyst is O1CCCC1.CN(C1C=CN=CC=1)C. The product is [C:1]([O:39][C@H:36]1[CH2:37][CH2:38][N:34]([C:32]2[CH:33]=[C:23]3[C:22]([NH:21][C@@H:18]4[CH2:19][CH2:20][N:15]([C:12]5[N:13]=[CH:14][C:9]([C:7]#[N:8])=[CH:10][N:11]=5)[CH2:16][C:17]4([CH3:42])[CH3:41])=[C:27]([C:28](=[O:29])[NH2:30])[CH:26]=[N:25][N:24]3[CH:31]=2)[C:35]1=[O:40])(=[O:5])[CH2:2][CH2:3][CH3:4]. The yield is 0.220. The reactants are [C:1](Cl)(=[O:5])[CH2:2][CH2:3][CH3:4].[C:7]([C:9]1[CH:10]=[N:11][C:12]([N:15]2[CH2:20][CH2:19][C@@H:18]([NH:21][C:22]3[C:23]4[N:24]([CH:31]=[C:32]([N:34]5[CH2:38][CH2:37][C@H:36]([OH:39])[C:35]5=[O:40])[CH:33]=4)[N:25]=[CH:26][C:27]=3[C:28]([NH2:30])=[O:29])[C:17]([CH3:42])([CH3:41])[CH2:16]2)=[N:13][CH:14]=1)#[N:8].C(N(CC)CC)C.N1C=CC=CC=1. (7) The reactants are [C:1]([O:4][C:5](=[O:7])[CH3:6])(=O)[CH3:2].Cl.[C:9]([N:12]1[C:16]2[CH:17]=[CH:18][C:19]([Cl:21])=[CH:20][C:15]=2[S:14][CH:13]1[C:22]1[CH:27]=[C:26]([O:28][CH3:29])[CH:25]=[CH:24][C:23]=1[O:30][CH2:31][CH2:32][CH2:33][N:34](CCO)[CH:35]([CH3:37])[CH3:36])(=[O:11])[CH3:10].N1C=CC=CC=1. The catalyst is C(=O)([O-])O.[Na+]. The product is [ClH:21].[C:5]([O:4][CH2:1][CH2:2][N:34]([CH2:33][CH2:32][CH2:31][O:30][C:23]1[CH:24]=[CH:25][C:26]([O:28][CH3:29])=[CH:27][C:22]=1[CH:13]1[N:12]([C:9](=[O:11])[CH3:10])[C:16]2[CH:17]=[CH:18][C:19]([Cl:21])=[CH:20][C:15]=2[S:14]1)[CH:35]([CH3:36])[CH3:37])(=[O:7])[CH3:6]. The yield is 0.920.